From a dataset of Full USPTO retrosynthesis dataset with 1.9M reactions from patents (1976-2016). Predict the reactants needed to synthesize the given product. (1) Given the product [CH2:13]([O:12][C:10](=[O:11])[C:9]([CH2:1][OH:2])([C:15]1[CH:20]=[CH:19][CH:18]=[CH:17][CH:16]=1)[C:8]([O:7][CH2:5][CH3:6])=[O:21])[CH3:14], predict the reactants needed to synthesize it. The reactants are: [CH2:1]=[O:2].[OH-].[K+].[CH2:5]([O:7][C:8](=[O:21])[CH:9]([C:15]1[CH:20]=[CH:19][CH:18]=[CH:17][CH:16]=1)[C:10]([O:12][CH2:13][CH3:14])=[O:11])[CH3:6]. (2) Given the product [CH3:1][O:2][C:3](=[O:21])[C:4]1[CH:9]=[C:8]([C:36]2[CH:37]=[C:32]([S:31][CH2:30][CH2:29][NH:28][C:27]([O:26][C:22]([CH3:24])([CH3:23])[CH3:25])=[O:40])[N:33]=[C:34]([NH2:39])[N:35]=2)[C:7]([Cl:19])=[CH:6][C:5]=1[Cl:20], predict the reactants needed to synthesize it. The reactants are: [CH3:1][O:2][C:3](=[O:21])[C:4]1[CH:9]=[C:8](B2OC(C)(C)C(C)(C)O2)[C:7]([Cl:19])=[CH:6][C:5]=1[Cl:20].[C:22]([O:26][C:27](=[O:40])[NH:28][CH2:29][CH2:30][S:31][C:32]1[CH:37]=[C:36](Cl)[N:35]=[C:34]([NH2:39])[N:33]=1)([CH3:25])([CH3:24])[CH3:23].C1(P(C2C=CC=CC=2)C2C=CC=CC=2)C=CC=CC=1.C(=O)(O)[O-].[Na+]. (3) Given the product [CH2:30]([N:23]([CH:24]1[CH2:29][CH2:28][O:27][CH2:26][CH2:25]1)[C:4]1[C:5]([CH3:22])=[C:6]([C:7]([NH:9][CH2:10][C:11]2[C:12](=[O:20])[NH:13][C:14]([CH3:19])=[CH:15][C:16]=2[CH2:17][OH:18])=[O:8])[CH:21]=[C:2]([C:40]2[CH:41]=[CH:42][C:43]([CH2:44][N:45]3[CH2:50][CH2:49][O:48][CH2:47][CH2:46]3)=[CH:51][CH:52]=2)[CH:3]=1)[CH3:31], predict the reactants needed to synthesize it. The reactants are: Br[C:2]1[CH:3]=[C:4]([N:23]([CH2:30][CH3:31])[CH:24]2[CH2:29][CH2:28][O:27][CH2:26][CH2:25]2)[C:5]([CH3:22])=[C:6]([CH:21]=1)[C:7]([NH:9][CH2:10][C:11]1[C:12](=[O:20])[NH:13][C:14]([CH3:19])=[CH:15][C:16]=1[CH2:17][OH:18])=[O:8].CC1(C)C(C)(C)OB([C:40]2[CH:52]=[CH:51][C:43]([CH2:44][N:45]3[CH2:50][CH2:49][O:48][CH2:47][CH2:46]3)=[CH:42][CH:41]=2)O1.C([O-])([O-])=O.[Na+].[Na+].